Dataset: Catalyst prediction with 721,799 reactions and 888 catalyst types from USPTO. Task: Predict which catalyst facilitates the given reaction. Reactant: [CH:1]1([CH:6]([N:10]2[CH:14]=[C:13]([C:15]3[C:16]4[CH:25]=[CH:24][NH:23][C:17]=4[N:18]=[C:19]([O:21][CH3:22])[N:20]=3)[CH:12]=[N:11]2)[CH2:7][C:8]#[N:9])[CH2:5][CH2:4][CH2:3][CH2:2]1.[I:26]N1C(=O)CCC1=O. Product: [CH:1]1([C@H:6]([N:10]2[CH:14]=[C:13]([C:15]3[C:16]4[C:25]([I:26])=[CH:24][NH:23][C:17]=4[N:18]=[C:19]([O:21][CH3:22])[N:20]=3)[CH:12]=[N:11]2)[CH2:7][C:8]#[N:9])[CH2:5][CH2:4][CH2:3][CH2:2]1. The catalyst class is: 7.